This data is from Full USPTO retrosynthesis dataset with 1.9M reactions from patents (1976-2016). The task is: Predict the reactants needed to synthesize the given product. (1) Given the product [CH:1]1([CH2:4][O:5][C:6]2[N:11]=[C:10]([C:12]([N:26]3[CH2:27][CH2:28][C:24]([OH:29])([C:23]([F:31])([F:30])[F:22])[CH2:25]3)=[O:14])[CH:9]=[CH:8][C:7]=2[N:15]2[CH2:18][C:17]([F:20])([F:19])[CH2:16]2)[CH2:2][CH2:3]1, predict the reactants needed to synthesize it. The reactants are: [CH:1]1([CH2:4][O:5][C:6]2[N:11]=[C:10]([C:12]([OH:14])=O)[CH:9]=[CH:8][C:7]=2[N:15]2[CH2:18][C:17]([F:20])([F:19])[CH2:16]2)[CH2:3][CH2:2]1.Cl.[F:22][C:23]([F:31])([F:30])[C:24]1([OH:29])[CH2:28][CH2:27][NH:26][CH2:25]1. (2) The reactants are: [CH3:1][C:2]1[CH:8]=[CH:7][CH:6]=[C:5]([CH3:9])[C:3]=1[NH2:4].[Al+3].[Cl-].[Cl-].[Cl-].[Al].[C:15]1([C:39]2[CH:44]=[CH:43][CH:42]=[CH:41][CH:40]=2)[CH:20]=[CH:19][CH:18]=[CH:17][C:16]=1[C:21]1O[C:23]([C:26]2[CH:27]=[C:28]([C:32]3[CH:37]=[CH:36][CH:35]=[CH:34][C:33]=3[CH3:38])[CH:29]=[CH:30][CH:31]=2)=[N:24][N:25]=1. Given the product [C:15]1([C:39]2[CH:40]=[CH:41][CH:42]=[CH:43][CH:44]=2)[CH:20]=[CH:19][CH:18]=[CH:17][C:16]=1[C:21]1[N:4]([C:3]2[C:5]([CH3:9])=[CH:6][CH:7]=[CH:8][C:2]=2[CH3:1])[C:23]([C:26]2[CH:27]=[C:28]([C:32]3[CH:37]=[CH:36][CH:35]=[CH:34][C:33]=3[CH3:38])[CH:29]=[CH:30][CH:31]=2)=[N:24][N:25]=1, predict the reactants needed to synthesize it. (3) The reactants are: [CH2:1](I)[CH3:2].C(=O)([O-])[O-].[K+].[K+].[CH2:10]([NH:17][C:18]1[C:23]([C:24]([N:26]([O:28][CH3:29])[CH3:27])=[O:25])=[CH:22][N:21]=[C:20]2[NH:30][N:31]=[CH:32][C:19]=12)[C:11]1[CH:16]=[CH:15][CH:14]=[CH:13][CH:12]=1. Given the product [CH2:10]([NH:17][C:18]1[C:23]([C:24]([N:26]([O:28][CH3:29])[CH3:27])=[O:25])=[CH:22][N:21]=[C:20]2[N:30]([CH2:1][CH3:2])[N:31]=[CH:32][C:19]=12)[C:11]1[CH:12]=[CH:13][CH:14]=[CH:15][CH:16]=1, predict the reactants needed to synthesize it. (4) Given the product [OH:28][C:27]1[C:29]([CH2:16][CH2:17][CH:18]([CH3:22])[CH3:19])=[C:30]([OH:34])[C:31]([CH2:10][CH2:9][CH:5]([CH3:4])[CH3:6])([CH2:23][CH2:24][CH:26]([CH3:32])[CH3:27])[C:32](=[O:33])[C:26]=1[C:24](=[O:25])[CH2:23][CH2:22][C:18]1[CH:19]=[CH:20][CH:21]=[C:16]([O:15][CH3:14])[CH:17]=1, predict the reactants needed to synthesize it. The reactants are: COC1[CH:4]=[C:5]([CH2:9][CH2:10]C(O)=O)[CH:6]=CC=1.[CH3:14][O:15][C:16]1[CH:17]=[C:18]([CH2:22][CH2:23][C:24]([C:26]2[C:32]([OH:33])=[CH:31][C:30]([OH:34])=[CH:29][C:27]=2[OH:28])=[O:25])[CH:19]=[CH:20][CH:21]=1. (5) Given the product [CH:12]1([CH2:15][O:16][C:17]2[CH:18]=[CH:19][C:20]3[N:21]([N:1]=[C:24]([C:25]4[CH:42]=[CH:41][C:28]([O:29][CH2:30][C@@H:31]([NH:33][C:34](=[O:40])[O:35][C:36]([CH3:37])([CH3:38])[CH3:39])[CH3:32])=[CH:27][CH:26]=4)[CH:23]=3)[CH:22]=2)[CH2:14][CH2:13]1, predict the reactants needed to synthesize it. The reactants are: [NH2:1]OS(=O)(=O)O.C(=O)([O-])O.[Na+].[CH:12]1([CH2:15][O:16][C:17]2[CH:18]=[CH:19][C:20]([C:23]#[C:24][C:25]3[CH:42]=[CH:41][C:28]([O:29][CH2:30][C@@H:31]([NH:33][C:34](=[O:40])[O:35][C:36]([CH3:39])([CH3:38])[CH3:37])[CH3:32])=[CH:27][CH:26]=3)=[N:21][CH:22]=2)[CH2:14][CH2:13]1.